The task is: Predict the reaction yield, written as a fraction of the theoretical maximum amount of product (1.0 means a 100% yield; for example, 0.34 means a 34% yield).. This data is from Reaction yield outcomes from USPTO patents with 853,638 reactions. (1) The reactants are C(O[C:4](=[O:17])[CH2:5][C:6]1([CH2:13][N+]([O-])=O)[CH2:10][C@@H:9]([CH3:11])[C@H:8]([CH3:12])[CH2:7]1)C.[CH3:18]O. The catalyst is [Ni]. The product is [CH3:11][C@H:9]1[C@H:8]([CH3:12])[CH2:7][C:6]2([CH2:5][C:4](=[O:17])[CH2:18][CH2:13]2)[CH2:10]1. The yield is 0.990. (2) The reactants are [C:1]([Br:5])(Br)(Br)[Br:2].C1(P(C2C=CC=CC=2)C2C=CC=CC=2)C=CC=CC=1.[F:25][C:26]1[CH:27]=[C:28]([CH:31]=[CH:32][CH:33]=1)[CH:29]=O. The catalyst is C(Cl)Cl. The product is [Br:2][C:1]([Br:5])=[CH:29][C:28]1[CH:31]=[CH:32][CH:33]=[C:26]([F:25])[CH:27]=1. The yield is 1.00. (3) The reactants are [CH3:1][C:2]1[CH:7]=[CH:6][C:5]([NH:8][C:9](=[O:15])[O:10][C:11]([CH3:14])([CH3:13])[CH3:12])=[CH:4][C:3]=1[O:16][C:17]1[CH:22]=[CH:21][C:20]([N+:23]([O-])=O)=[CH:19][N:18]=1.CN1CCCC1=O. The catalyst is CO.[C].[Pd]. The product is [NH2:23][C:20]1[CH:21]=[CH:22][C:17]([O:16][C:3]2[CH:4]=[C:5]([NH:8][C:9](=[O:15])[O:10][C:11]([CH3:13])([CH3:12])[CH3:14])[CH:6]=[CH:7][C:2]=2[CH3:1])=[N:18][CH:19]=1. The yield is 0.930.